Dataset: Forward reaction prediction with 1.9M reactions from USPTO patents (1976-2016). Task: Predict the product of the given reaction. (1) Given the reactants [CH3:1][O:2][C:3]([C:5]1[CH:10]=[CH:9][CH:8]=[CH:7][C:6]=1[NH:11][C:12]1[CH:20]=[C:19]2[C:15]([C:16]([C:27]([OH:29])=O)=[N:17][N:18]2[CH:21]2[CH2:26][CH2:25][CH2:24][CH2:23][O:22]2)=[CH:14][CH:13]=1)=[O:4].[CH2:30]([N:32](CC)CC)C.CN.CN(C(ON1N=NC2C=CC=NC1=2)=[N+](C)C)C.F[P-](F)(F)(F)(F)F, predict the reaction product. The product is: [CH3:1][O:2][C:3](=[O:4])[C:5]1[CH:10]=[CH:9][CH:8]=[CH:7][C:6]=1[NH:11][C:12]1[CH:20]=[C:19]2[C:15]([C:16]([C:27](=[O:29])[NH:32][CH3:30])=[N:17][N:18]2[CH:21]2[CH2:26][CH2:25][CH2:24][CH2:23][O:22]2)=[CH:14][CH:13]=1. (2) The product is: [CH:1]([C:4]1[CH:8]=[C:7]([NH:9][C:17](=[O:18])[O:19][C:20]2[CH:25]=[CH:24][CH:23]=[CH:22][CH:21]=2)[O:6][N:5]=1)([CH3:3])[CH3:2]. Given the reactants [CH:1]([C:4]1[CH:8]=[C:7]([NH2:9])[O:6][N:5]=1)([CH3:3])[CH3:2].C(=O)([O-])[O-].[K+].[K+].Cl[C:17]([O:19][C:20]1[CH:25]=[CH:24][CH:23]=[CH:22][CH:21]=1)=[O:18], predict the reaction product. (3) Given the reactants [Cl:1][C:2]1[CH:7]=[C:6]([Cl:8])[CH:5]=[CH:4][C:3]=1[S:9](Cl)(=[O:11])=[O:10].[NH2:13][C:14]1[CH:15]=[C:16]([C:20]2[NH:24][N:23]=[N:22][N:21]=2)[CH:17]=[CH:18][CH:19]=1, predict the reaction product. The product is: [Cl:1][C:2]1[CH:7]=[C:6]([Cl:8])[CH:5]=[CH:4][C:3]=1[S:9]([NH:13][C:14]1[CH:19]=[CH:18][CH:17]=[C:16]([C:20]2[NH:24][N:23]=[N:22][N:21]=2)[CH:15]=1)(=[O:11])=[O:10]. (4) Given the reactants C(Cl)(=O)C(Cl)=O.[CH2:7]([O:14][C:15]([NH:17][CH:18]1[CH2:23][CH2:22][CH:21]([C:24]([OH:26])=O)[CH2:20][CH2:19]1)=[O:16])[C:8]1[CH:13]=[CH:12][CH:11]=[CH:10][CH:9]=1.Cl.[CH3:28][NH:29][O:30][CH3:31], predict the reaction product. The product is: [CH2:7]([O:14][C:15](=[O:16])[NH:17][CH:18]1[CH2:19][CH2:20][CH:21]([C:24](=[O:26])[N:29]([O:30][CH3:31])[CH3:28])[CH2:22][CH2:23]1)[C:8]1[CH:9]=[CH:10][CH:11]=[CH:12][CH:13]=1. (5) Given the reactants CC1(C)C(C)(C)OB([C:9]2[CH2:13][CH2:12][C:11](=[O:14])[CH:10]=2)O1.[NH2:16][C:17]1[CH:22]=[N:21][C:20](Br)=[CH:19][N:18]=1.C([O-])([O-])=O.[Na+].[Na+], predict the reaction product. The product is: [NH2:16][C:17]1[N:18]=[CH:19][C:20]([C:9]2[CH2:13][CH2:12][C:11](=[O:14])[CH:10]=2)=[N:21][CH:22]=1. (6) The product is: [Br:17][C:18]1[CH:19]=[CH:20][C:21]([C:24]([N:26]2[CH2:27][CH2:28][N:29]([C:36]([C:33]3([OH:32])[CH2:35][CH2:34]3)=[O:37])[CH2:30][CH2:31]2)=[O:25])=[CH:22][CH:23]=1. Given the reactants C(N(CC)C(C)C)(C)C.FC(F)(F)C(O)=O.[Br:17][C:18]1[CH:23]=[CH:22][C:21]([C:24]([N:26]2[CH2:31][CH2:30][NH:29][CH2:28][CH2:27]2)=[O:25])=[CH:20][CH:19]=1.[OH:32][C:33]1([C:36](O)=[O:37])[CH2:35][CH2:34]1.F[P-](F)(F)(F)(F)F.N1(OC(N(C)C)=[N+](C)C)C2C=CC=CC=2N=N1, predict the reaction product.